Dataset: Full USPTO retrosynthesis dataset with 1.9M reactions from patents (1976-2016). Task: Predict the reactants needed to synthesize the given product. (1) The reactants are: [CH3:1][C:2]1[N:12]=[C:11]2[N:6]([CH2:7][CH2:8][CH2:9][CH:10]2[OH:13])[C:4](=[O:5])[C:3]=1[CH2:14][CH2:15][N:16]1[CH2:21][CH2:20][CH:19]([C:22]2[C:23]3[CH:24]=[CH:25][C:26]([F:31])=[CH:27][C:28]=3[O:29][N:30]=2)[CH2:18][CH2:17]1.[C:32]([OH:39])(=[O:38])/[CH:33]=[CH:34]\[C:35]([OH:37])=[O:36]. Given the product [CH3:1][C:2]1[N:12]=[C:11]2[N:6]([CH2:7][CH2:8][CH2:9][CH:10]2[OH:13])[C:4](=[O:5])[C:3]=1[CH2:14][CH2:15][N:16]1[CH2:21][CH2:20][CH:19]([C:22]2[C:23]3[CH:24]=[CH:25][C:26]([F:31])=[CH:27][C:28]=3[O:29][N:30]=2)[CH2:18][CH2:17]1.[C:32]([O-:39])(=[O:38])/[CH:33]=[CH:34]\[C:35]([O-:37])=[O:36], predict the reactants needed to synthesize it. (2) Given the product [Br:3][C:4]1[CH:12]=[C:11]([O:13][C:14]2[CH:19]=[CH:18][C:17]([F:20])=[CH:16][C:15]=2[F:21])[CH:10]=[C:9]2[C:5]=1[CH:6]=[N:7][N:8]2[CH2:23][O:24][CH2:25][CH2:26][Si:27]([CH3:30])([CH3:29])[CH3:28], predict the reactants needed to synthesize it. The reactants are: [H-].[Na+].[Br:3][C:4]1[CH:12]=[C:11]([O:13][C:14]2[CH:19]=[CH:18][C:17]([F:20])=[CH:16][C:15]=2[F:21])[CH:10]=[C:9]2[C:5]=1[CH:6]=[N:7][NH:8]2.Cl[CH2:23][O:24][CH2:25][CH2:26][Si:27]([CH3:30])([CH3:29])[CH3:28]. (3) Given the product [NH2:1][C:4]1[CH:5]=[CH:6][C:7]2[O:11][C:10]([C:12]([O:14][CH2:23][CH2:24][CH2:25][O:26][CH3:27])=[O:13])=[CH:9][C:8]=2[CH:15]=1, predict the reactants needed to synthesize it. The reactants are: [N+:1]([C:4]1[CH:5]=[CH:6][C:7]2[O:11][C:10]([C:12]([OH:14])=[O:13])=[CH:9][C:8]=2[CH:15]=1)([O-])=O.C(=O)([O-])[O-].[K+].[K+].Br[CH2:23][CH2:24][CH2:25][O:26][CH3:27].O. (4) The reactants are: Br[C:2]1[CH:3]=[C:4]2[C@@:15]3([CH2:20][CH2:19][O:18][C:17]([NH2:21])=[N:16]3)[C:14]3[CH:13]=[C:12](Cl)[N:11]=[CH:10][C:9]=3[O:8][C:5]2=[CH:6][CH:7]=1.[F:23][C:24]1[C:29](B(O)O)=[CH:28][CH:27]=[CH:26][N:25]=1.[O:33]1[CH2:38][CH2:37][CH:36]=[C:35](B2OC(C)(C)C(C)(C)O2)[CH2:34]1. Given the product [O:33]1[CH2:38][CH2:37][CH:36]=[C:35]([C:12]2[N:11]=[CH:10][C:9]3[O:8][C:5]4[C:4]([C@@:15]5([CH2:20][CH2:19][O:18][C:17]([NH2:21])=[N:16]5)[C:14]=3[CH:13]=2)=[CH:3][C:2]([C:29]2[C:24]([F:23])=[N:25][CH:26]=[CH:27][CH:28]=2)=[CH:7][CH:6]=4)[CH2:34]1, predict the reactants needed to synthesize it. (5) Given the product [F:13][C:14]([F:27])([F:28])[C:15]1[CH:16]=[C:17]([CH:20]=[C:21]([C:23]([F:26])([F:24])[F:25])[CH:22]=1)[CH:18]=[N:10][NH:9][C:7](=[O:8])[C:6]1[C:5](=[CH:4][CH:3]=[C:2]([Cl:1])[CH:11]=1)[OH:12], predict the reactants needed to synthesize it. The reactants are: [Cl:1][C:2]1[CH:11]=[C:6]([C:7]([NH:9][NH2:10])=[O:8])[C:5]([OH:12])=[CH:4][CH:3]=1.[F:13][C:14]([F:28])([F:27])[C:15]1[CH:16]=[C:17]([CH:20]=[C:21]([C:23]([F:26])([F:25])[F:24])[CH:22]=1)[CH:18]=O.C(O)C. (6) Given the product [Cl:1][C:2]1[CH:3]=[CH:4][C:5]([CH2:6][NH:7][C:8]([C:10]2[C:11](=[O:23])[C:12]3[S:19][C:18]([CH2:20][N:38]([CH2:37][CH:36]([OH:40])[C:33]4[CH:34]=[CH:35][C:30]([O:29][CH2:28][CH2:27][OH:26])=[CH:31][CH:32]=4)[CH3:39])=[C:17]([CH3:22])[C:13]=3[N:14]([CH3:16])[CH:15]=2)=[O:9])=[CH:24][CH:25]=1, predict the reactants needed to synthesize it. The reactants are: [Cl:1][C:2]1[CH:25]=[CH:24][C:5]([CH2:6][NH:7][C:8]([C:10]2[C:11](=[O:23])[C:12]3[S:19][C:18]([CH2:20]Cl)=[C:17]([CH3:22])[C:13]=3[N:14]([CH3:16])[CH:15]=2)=[O:9])=[CH:4][CH:3]=1.[OH:26][CH2:27][CH2:28][O:29][C:30]1[CH:35]=[CH:34][C:33]([CH:36]([OH:40])[CH2:37][NH:38][CH3:39])=[CH:32][CH:31]=1.C(N(C(C)C)CC)(C)C.